This data is from Forward reaction prediction with 1.9M reactions from USPTO patents (1976-2016). The task is: Predict the product of the given reaction. (1) Given the reactants [Cl:1][C:2]1[CH:7]=[CH:6][C:5]([CH2:8][C:9](Cl)=[O:10])=[CH:4][CH:3]=1.[C:12]([C:15]1[CH:16]=[C:17]([CH:22]=[CH:23][CH:24]=1)[C:18]([NH2:21])([CH3:20])[CH3:19])(=[O:14])[CH3:13].C(N(CC)CC)C, predict the reaction product. The product is: [C:12]([C:15]1[CH:16]=[C:17]([C:18]([NH:21][C:9](=[O:10])[CH2:8][C:5]2[CH:6]=[CH:7][C:2]([Cl:1])=[CH:3][CH:4]=2)([CH3:20])[CH3:19])[CH:22]=[CH:23][CH:24]=1)(=[O:14])[CH3:13]. (2) The product is: [OH:4][CH:5]1[S:22][C@H:21]([CH2:23][OH:24])[C@@H:16]([OH:17])[C@H:11]([OH:12])[C@H:6]1[OH:7]. Given the reactants C([O:4][CH:5]1[S:22][C@H:21]([CH2:23][O:24]C(=O)C)[C@@H:16]([O:17]C(=O)C)[C@H:11]([O:12]C(=O)C)[C@H:6]1[O:7]C(=O)C)(=O)C, predict the reaction product.